From a dataset of Catalyst prediction with 721,799 reactions and 888 catalyst types from USPTO. Predict which catalyst facilitates the given reaction. (1) Reactant: [CH3:1][O:2][C:3]1([C:21]([O:23]C)=[O:22])[CH2:8][CH2:7][N:6]([CH:9]2[CH2:15][CH2:14][CH2:13][N:12]([C:16]([O:18][CH2:19][CH3:20])=[O:17])[CH2:11][CH2:10]2)[CH2:5][CH2:4]1.[Li+].[OH-].Cl. Product: [CH2:19]([O:18][C:16]([N:12]1[CH2:13][CH2:14][CH2:15][CH:9]([N:6]2[CH2:5][CH2:4][C:3]([O:2][CH3:1])([C:21]([OH:23])=[O:22])[CH2:8][CH2:7]2)[CH2:10][CH2:11]1)=[O:17])[CH3:20]. The catalyst class is: 1. (2) Reactant: [I:1][C:2]1[CH:3]=[C:4]([O:9][CH3:10])[C:5]([NH2:8])=[N:6][CH:7]=1.[Cl:11][C:12]1[CH:13]=[C:14]([CH2:19][S:20](Cl)(=[O:22])=[O:21])[CH:15]=[C:16]([Cl:18])[CH:17]=1. Product: [Cl:18][C:16]1[CH:15]=[C:14]([CH2:19][S:20]([NH:8][C:5]2[C:4]([O:9][CH3:10])=[CH:3][C:2]([I:1])=[CH:7][N:6]=2)(=[O:22])=[O:21])[CH:13]=[C:12]([Cl:11])[CH:17]=1. The catalyst class is: 228. (3) Reactant: C([O:3][C:4](=[O:31])[C:5]1[CH:10]=[C:9]([N:11]2[C:15]([CH3:16])=[CH:14][CH:13]=[C:12]2[C:17]2[CH:22]=[CH:21][CH:20]=[CH:19][C:18]=2[O:23][CH2:24][C:25]2[CH:30]=[CH:29][CH:28]=[CH:27][CH:26]=2)[CH:8]=[N:7][CH:6]=1)C.[OH-].[Na+].CCO. Product: [CH2:24]([O:23][C:18]1[CH:19]=[CH:20][CH:21]=[CH:22][C:17]=1[C:12]1[N:11]([C:9]2[CH:8]=[N:7][CH:6]=[C:5]([CH:10]=2)[C:4]([OH:31])=[O:3])[C:15]([CH3:16])=[CH:14][CH:13]=1)[C:25]1[CH:30]=[CH:29][CH:28]=[CH:27][CH:26]=1. The catalyst class is: 25. (4) Reactant: [NH2:1][C@H:2]1[CH2:7][CH2:6][C@H:5]([OH:8])[CH2:4][CH2:3]1.[C:9]([O:13][C:14](O[C:14]([O:13][C:9]([CH3:12])([CH3:11])[CH3:10])=[O:15])=[O:15])([CH3:12])([CH3:11])[CH3:10]. Product: [OH:8][C@H:5]1[CH2:6][CH2:7][C@H:2]([NH:1][C:14](=[O:15])[O:13][C:9]([CH3:12])([CH3:11])[CH3:10])[CH2:3][CH2:4]1. The catalyst class is: 10.